From a dataset of Full USPTO retrosynthesis dataset with 1.9M reactions from patents (1976-2016). Predict the reactants needed to synthesize the given product. (1) Given the product [C:18]([C:9]1[CH:10]=[C:11]([C:14]([CH3:16])([CH3:15])[CH3:17])[C:12]2[O:13][CH2:2][C:3](=[O:4])[NH:6][C:7]=2[CH:8]=1)(=[O:20])[CH3:19], predict the reactants needed to synthesize it. The reactants are: Cl[CH2:2][C:3](Cl)=[O:4].[NH2:6][C:7]1[CH:8]=[C:9]([C:18](=[O:20])[CH3:19])[CH:10]=[C:11]([C:14]([CH3:17])([CH3:16])[CH3:15])[C:12]=1[OH:13].C(=O)([O-])O.[Na+].C(=O)([O-])[O-].[K+].[K+]. (2) Given the product [C:1]([O:5][C:6]([C:7]1[C:9]2[CH2:13][C:12](=[O:14])[CH2:11][C:10]=2[N:27]([CH2:20][C:21]2[CH:26]=[CH:25][CH:24]=[CH:23][CH:22]=2)[N:28]=1)=[O:18])([CH3:2])([CH3:3])[CH3:4], predict the reactants needed to synthesize it. The reactants are: [C:1]([O:5][C:6](=[O:18])[C:7]([CH:9]1[CH2:13][C:12]([O:14]CC)=[CH:11][C:10]1=O)=O)([CH3:4])([CH3:3])[CH3:2].Cl.[CH2:20]([NH:27][NH2:28])[C:21]1[CH:26]=[CH:25][CH:24]=[CH:23][CH:22]=1.CC(O)=O. (3) Given the product [C:14]([NH:13][C:11]([C:10]1[C:4]2[C:5](=[N:6][CH:7]=[C:2]([N:33]3[C:30]4=[N:31][CH:32]=[C:27]([CH3:26])[CH:28]=[C:29]4[CH:35]=[N:34]3)[N:3]=2)[N:8]([CH2:18][O:19][CH2:20][CH2:21][Si:22]([CH3:25])([CH3:24])[CH3:23])[CH:9]=1)=[O:12])([CH3:17])([CH3:16])[CH3:15], predict the reactants needed to synthesize it. The reactants are: Br[C:2]1[N:3]=[C:4]2[C:10]([C:11]([NH:13][C:14]([CH3:17])([CH3:16])[CH3:15])=[O:12])=[CH:9][N:8]([CH2:18][O:19][CH2:20][CH2:21][Si:22]([CH3:25])([CH3:24])[CH3:23])[C:5]2=[N:6][CH:7]=1.[CH3:26][C:27]1[CH:28]=[C:29]2[CH:35]=[N:34][NH:33][C:30]2=[N:31][CH:32]=1.CC(C)([O-])C.[Na+]. (4) Given the product [C:77]([NH:80][C@:81]1([C@@H:130]([CH2:132][CH3:133])[CH3:131])[CH2:85][CH2:84][N:83]([C@@H:86]([CH2:121][CH2:122][C:123]2[CH:124]=[CH:125][CH:126]=[CH:127][CH:128]=2)[C:87]([NH:39][C@@H:40]([CH2:68][C:69]2[CH:70]=[C:71]([F:76])[CH:72]=[C:73]([F:75])[CH:74]=2)[C@H:41]([OH:42])[C@H:43]2[CH2:47][C@H:46]([O:48][C:49]3[CH:54]=[CH:53][CH:52]=[CH:51][N:50]=3)[CH2:45][NH:44]2)=[O:88])[C:82]1=[O:129])(=[O:79])[CH3:78], predict the reactants needed to synthesize it. The reactants are: N[C@@H](CC1C=C(F)C=C(F)C=1)[C@@H]([C@H]1C[C@H](OC2C=CC=CC=2)CN1C(C1C=CC=CC=1)C1C=CC=CC=1)O.[NH2:39][C@@H:40]([CH2:68][C:69]1[CH:74]=[C:73]([F:75])[CH:72]=[C:71]([F:76])[CH:70]=1)[C@@H:41]([C@H:43]1[CH2:47][C@H:46]([O:48][C:49]2[CH:54]=[CH:53][CH:52]=[CH:51][N:50]=2)[CH2:45][N:44]1C(C1C=CC=CC=1)C1C=CC=CC=1)[OH:42].[C:77]([NH:80][C@:81]1([C@@H:130]([CH2:132][CH3:133])[CH3:131])[CH2:85][CH2:84][N:83]([C@@H:86]([CH2:121][CH2:122][C:123]2[CH:128]=[CH:127][CH:126]=[CH:125][CH:124]=2)[C:87](N[C@@H](CC2C=C(F)C=C(F)C=2)[C@@H]([C@H]2CCCCN2C(C2C=CC=CC=2)C2C=CC=CC=2)O)=[O:88])[C:82]1=[O:129])(=[O:79])[CH3:78].[Li+].[OH-].